Task: Predict the reactants needed to synthesize the given product.. Dataset: Full USPTO retrosynthesis dataset with 1.9M reactions from patents (1976-2016) (1) Given the product [F:40][C:36]1[C:35]([CH3:41])=[C:34]([CH:39]=[CH:38][CH:37]=1)[CH2:33][C:17]1[N:18]([C:27]2[CH:28]=[CH:29][CH:30]=[CH:31][CH:32]=2)[C:19]2=[CH:20][N:21]=[C:22]([O:25][CH3:26])[CH:23]=[C:24]2[C:16]=1[C:14]([N:11]1[CH2:10][CH2:9][NH:8][CH2:13][CH2:12]1)=[O:15], predict the reactants needed to synthesize it. The reactants are: C(OC([N:8]1[CH2:13][CH2:12][N:11]([C:14]([C:16]2[C:24]3[C:19](=[CH:20][N:21]=[C:22]([O:25][CH3:26])[CH:23]=3)[N:18]([C:27]3[CH:32]=[CH:31][CH:30]=[CH:29][CH:28]=3)[C:17]=2[CH2:33][C:34]2[CH:39]=[CH:38][CH:37]=[C:36]([F:40])[C:35]=2[CH3:41])=[O:15])[CH2:10][CH2:9]1)=O)(C)(C)C.Cl.Cl.Cl.FC1C(C)=C(C=CC=1)CC1N(C2C=CC=CC=2)C2=CN=C(OC)C=C2C=1C(N1CCNCC1)=O. (2) Given the product [CH2:10]([NH:13][C:1](=[O:8])[C:2]1[CH:7]=[CH:6][CH:5]=[CH:4][CH:3]=1)[CH2:11][CH3:12], predict the reactants needed to synthesize it. The reactants are: [C:1](Cl)(=[O:8])[C:2]1[CH:7]=[CH:6][CH:5]=[CH:4][CH:3]=1.[CH2:10]([NH2:13])[CH2:11][CH3:12]. (3) Given the product [C:21]([N:9]1[C:10](=[O:14])[CH2:11][CH2:12][CH2:13][C:7]2[CH:6]=[CH:5][C:4]([NH2:1])=[CH:15][C:8]1=2)(=[O:24])[CH3:22], predict the reactants needed to synthesize it. The reactants are: [N+:1]([C:4]1[CH:5]=[CH:6][C:7]2[CH2:13][CH2:12][CH2:11][C:10](=[O:14])[NH:9][C:8]=2[CH:15]=1)([O-])=O.CC1(C)C[CH2:22][C:21](=[O:24])NC2C=C([N+]([O-])=O)C=CC1=2. (4) The reactants are: [CH3:1][O:2][C:3]1[CH:4]=[C:5]([CH:8]=[CH:9][C:10]=1[O:11]C1CCCCO1)[CH:6]=O.[CH3:18][O:19][C:20]1[CH:21]=[C:22]([C:26](=[O:28])[CH3:27])[CH:23]=[CH:24][CH:25]=1.[OH-].[Na+].C(Cl)(=O)C.Cl. Given the product [CH3:1][O:2][C:3]1[CH:4]=[C:5]([CH:6]=[CH:27][C:26]([C:22]2[CH:23]=[CH:24][CH:25]=[C:20]([O:19][CH3:18])[CH:21]=2)=[O:28])[CH:8]=[CH:9][C:10]=1[OH:11], predict the reactants needed to synthesize it. (5) Given the product [Cl:1][C:2]1[N:10]([CH2:22][C:23]2[CH:28]=[CH:27][C:26]([Cl:29])=[CH:25][CH:24]=2)[C:9]2[C:8](=[O:11])[N:7]([CH3:12])[C:6](=[O:13])[N:5]([CH3:14])[C:4]=2[N:3]=1, predict the reactants needed to synthesize it. The reactants are: [Cl:1][C:2]1[NH:10][C:9]2[C:8](=[O:11])[N:7]([CH3:12])[C:6](=[O:13])[N:5]([CH3:14])[C:4]=2[N:3]=1.C(=O)([O-])[O-].[K+].[K+].Br[CH2:22][C:23]1[CH:28]=[CH:27][C:26]([Cl:29])=[CH:25][CH:24]=1. (6) Given the product [Cl:17][C:3]1[C:4]2[N:8]=[CH:7][N:6]([CH:9]3[CH2:14][CH2:13][CH2:12][CH2:11][O:10]3)[C:5]=2[CH:15]=[CH:16][C:2]=1[C:18]#[N:19], predict the reactants needed to synthesize it. The reactants are: Br[C:2]1[CH:16]=[CH:15][C:5]2[N:6]([CH:9]3[CH2:14][CH2:13][CH2:12][CH2:11][O:10]3)[CH:7]=[N:8][C:4]=2[C:3]=1[Cl:17].[CH3:18][N:19](C=O)C. (7) Given the product [F:22][C:20]1[CH:19]=[CH:18][C:17]2[C:11]3([O:14][C:15](=[O:23])[C:16]=2[CH:21]=1)[CH2:10][CH2:9][NH:8][CH2:13][CH2:12]3, predict the reactants needed to synthesize it. The reactants are: C([N:8]1[CH2:13][CH2:12][C:11]2([C:17]3[CH:18]=[CH:19][C:20]([F:22])=[CH:21][C:16]=3[C:15](=[O:23])[O:14]2)[CH2:10][CH2:9]1)C1C=CC=CC=1. (8) Given the product [O:1]1[CH:5]=[CH:4][C:3]([CH:6]2[CH2:9][C:8](=[O:10])[CH2:7]2)=[N:2]1, predict the reactants needed to synthesize it. The reactants are: [O:1]1[CH:5]=[CH:4][C:3]([CH:6]2[CH2:9][CH:8]([OH:10])[CH2:7]2)=[N:2]1.CC(OI1(OC(C)=O)(OC(C)=O)OC(=O)C2C=CC=CC1=2)=O.C([O-])(O)=O.[Na+]. (9) Given the product [O:1]=[C:2]1[N:6]([C:7]2[CH:8]=[CH:9][C:10]3[C:16]4[NH:33][N:34]=[C:18]([C:20]5[CH:25]=[CH:24][N:23]=[CH:22][CH:21]=5)[C:15]=4[CH2:14][CH2:13][CH2:12][C:11]=3[CH:26]=2)[CH2:5][C@H:4]([CH2:27][NH:28][C:29](=[O:31])[CH3:30])[O:3]1, predict the reactants needed to synthesize it. The reactants are: [O:1]=[C:2]1[N:6]([C:7]2[CH:8]=[CH:9][C:10]3[C:16](=O)[CH:15]([C:18]([C:20]4[CH:25]=[CH:24][N:23]=[CH:22][CH:21]=4)=O)[CH2:14][CH2:13][CH2:12][C:11]=3[CH:26]=2)[CH2:5][C@H:4]([CH2:27][NH:28][C:29](=[O:31])[CH3:30])[O:3]1.O.[NH2:33][NH2:34].